This data is from Forward reaction prediction with 1.9M reactions from USPTO patents (1976-2016). The task is: Predict the product of the given reaction. (1) Given the reactants F[C:2]1[CH:3]=[C:4]([CH:7]=[CH:8][C:9]=1[C:10]([F:13])([F:12])[F:11])[C:5]#[N:6].[NH3:14], predict the reaction product. The product is: [NH2:14][C:2]1[CH:3]=[C:4]([CH:7]=[CH:8][C:9]=1[C:10]([F:13])([F:12])[F:11])[C:5]#[N:6]. (2) Given the reactants [Cl:1][C:2]1[CH:7]=[CH:6][CH:5]=[CH:4][C:3]=1[C:8]1[N:13]=[C:12]([O:14][CH3:15])[C:11]([N+:16]([O-])=O)=[C:10]([NH:19][C:20]([C:22]2[N:23]([CH3:32])[N:24]=[C:25]([C:28]([CH3:31])([CH3:30])[CH3:29])[C:26]=2[Cl:27])=O)[CH:9]=1.CCOC(C)=O, predict the reaction product. The product is: [C:28]([C:25]1[C:26]([Cl:27])=[C:22]([C:20]2[NH:16][C:11]3[C:12]([O:14][CH3:15])=[N:13][C:8]([C:3]4[CH:4]=[CH:5][CH:6]=[CH:7][C:2]=4[Cl:1])=[CH:9][C:10]=3[N:19]=2)[N:23]([CH3:32])[N:24]=1)([CH3:31])([CH3:30])[CH3:29]. (3) Given the reactants [F:1][C:2]([F:13])([F:12])[CH2:3][O:4][C:5]1[N:10]=[CH:9][C:8]([NH2:11])=[CH:7][CH:6]=1.C([O:16][C:17]([C:19]1([CH2:26][CH2:27]OC)[CH2:24][CH2:23][CH:22]([OH:25])[CH2:21][CH2:20]1)=O)C.[Cl-].C[Al+]C, predict the reaction product. The product is: [OH:25][CH:22]1[CH2:23][CH2:24][C:19]2([C:17](=[O:16])[N:11]([C:8]3[CH:9]=[N:10][C:5]([O:4][CH2:3][C:2]([F:1])([F:12])[F:13])=[CH:6][CH:7]=3)[CH2:27][CH2:26]2)[CH2:20][CH2:21]1. (4) Given the reactants C(O[C:6](=[O:28])[NH:7][C@@H:8]([CH2:21][C:22]1[CH:27]=[CH:26][CH:25]=[CH:24][CH:23]=1)[CH:9]([C:11](=[O:20])[NH:12][CH2:13][C:14]1[CH:19]=[CH:18][CH:17]=[CH:16][CH:15]=1)[OH:10])(C)(C)C.FC(F)(F)C(O)=O.[CH2:36]([O:43][C:44]([NH:46][C@@H:47]([CH3:59])[C:48]([NH:50][C@@H:51]([CH2:55][CH:56]([CH3:58])[CH3:57])C(O)=O)=[O:49])=[O:45])[C:37]1[CH:42]=[CH:41][CH:40]=[CH:39][CH:38]=1.C(N(CC)C(C)C)(C)C.CN(C(ON1N=NC2C=CC=NC1=2)=[N+](C)C)C.F[P-](F)(F)(F)(F)F, predict the reaction product. The product is: [CH2:36]([O:43][C:44](=[O:45])[NH:46][C@H:47]([C:48](=[O:49])[NH:50][C@H:51]([C:6](=[O:28])[NH:7][C@@H:8]([CH2:21][C:22]1[CH:23]=[CH:24][CH:25]=[CH:26][CH:27]=1)[CH:9]([C:11](=[O:20])[NH:12][CH2:13][C:14]1[CH:15]=[CH:16][CH:17]=[CH:18][CH:19]=1)[OH:10])[CH2:55][CH:56]([CH3:57])[CH3:58])[CH3:59])[C:37]1[CH:38]=[CH:39][CH:40]=[CH:41][CH:42]=1. (5) Given the reactants CC(C)[N:3]=C=NC(C)C.[CH3:10][C:11]1[C:16]([NH:17][C:18]([C:20]2[S:24][C:23]([NH:25][C:26]3[CH:27]=[C:28]([N:33]4[CH2:38][CH2:37][N:36]([CH2:39][CH2:40][OH:41])[CH2:35][CH2:34]4)[N:29]=[C:30]([CH3:32])[N:31]=3)=[N:22][CH:21]=2)=[O:19])=[C:15]([Cl:42])[CH:14]=[CH:13][CH:12]=1.[NH:43](C(OC(C)(C)C)=O)[C@H:44]([C:49]([OH:51])=O)[CH2:45][CH:46]([CH3:48])[CH3:47].C1(C)C=CC(S([O-])(=O)=O)=CC=1.CN(C)C1C=C[NH+]=CC=1, predict the reaction product. The product is: [CH3:10][C:11]1[C:16]([NH:17][C:18]([C:20]2[S:24][C:23]([NH:25][C:26]3[CH:27]=[C:28]([N:33]4[CH2:38][CH2:37][N:36]([CH2:39][CH2:40][OH:41])[CH2:35][CH2:34]4)[N:29]=[C:30]([CH3:32])[N:31]=3)=[N:22][CH:21]=2)=[O:19])=[C:15]([Cl:42])[CH:14]=[CH:13][CH:12]=1.[NH2:43][C@H:44]([C:49]([NH2:3])=[O:51])[CH2:45][CH:46]([CH3:48])[CH3:47].